Task: Predict the product of the given reaction.. Dataset: Forward reaction prediction with 1.9M reactions from USPTO patents (1976-2016) (1) Given the reactants [Cl:1][C:2]1[CH:7]=[C:6]([N+:8]([O-])=O)[CH:5]=[C:4]([C:11]([F:14])([F:13])[F:12])[C:3]=1[CH2:15][C:16]#[N:17].[Cl-].[NH4+], predict the reaction product. The product is: [NH2:8][C:6]1[CH:5]=[C:4]([C:11]([F:12])([F:13])[F:14])[C:3]([CH2:15][C:16]#[N:17])=[C:2]([Cl:1])[CH:7]=1. (2) Given the reactants [C:1]([O:5][C:6]([N:8]1[CH2:11][C:10](=[CH:12][C:13]([O:15][CH3:16])=[O:14])[CH2:9]1)=[O:7])([CH3:4])([CH3:3])[CH3:2].[NH3:17], predict the reaction product. The product is: [C:1]([O:5][C:6]([N:8]1[CH2:9][C:10]([NH2:17])([CH2:12][C:13]([O:15][CH3:16])=[O:14])[CH2:11]1)=[O:7])([CH3:4])([CH3:3])[CH3:2]. (3) Given the reactants [Br:1][C:2]1[CH:3]=[C:4](C)[C:5](C#N)=[N:6][CH:7]=1.[OH-:11].[Na+].[CH2:13]([OH:15])[CH3:14], predict the reaction product. The product is: [Br:1][C:2]1[CH:3]=[C:4]([CH3:5])[C:14]([C:13]([OH:11])=[O:15])=[N:6][CH:7]=1. (4) Given the reactants [O:1]([CH2:8][CH2:9][OH:10])[C:2]1[CH:7]=[CH:6][CH:5]=[CH:4][CH:3]=1.[H-].[Na+].[CH3:13][C:14]1[CH:19]=[C:18]([C:20]2[NH:29][C:28](=[O:30])[C:27]3[C:22](=[CH:23][C:24]([F:32])=[CH:25][C:26]=3F)[N:21]=2)[CH:17]=[C:16]([CH3:33])[N:15]=1.O, predict the reaction product. The product is: [CH3:13][C:14]1[CH:19]=[C:18]([C:20]2[NH:29][C:28](=[O:30])[C:27]3[C:22](=[CH:23][C:24]([F:32])=[CH:25][C:26]=3[O:10][CH2:9][CH2:8][O:1][C:2]3[CH:7]=[CH:6][CH:5]=[CH:4][CH:3]=3)[N:21]=2)[CH:17]=[C:16]([CH3:33])[N:15]=1.